From a dataset of Full USPTO retrosynthesis dataset with 1.9M reactions from patents (1976-2016). Predict the reactants needed to synthesize the given product. Given the product [Br:11][C:12]1[C:16]2[CH2:17][CH:18]3[CH:22]([C:15]=2[S:14][CH:13]=1)[CH2:21][NH:20][CH2:19]3, predict the reactants needed to synthesize it. The reactants are: C(NB)(C)(C)C.[Al+3].[Cl-].[Cl-].[Cl-].[Br:11][C:12]1[C:16]2[C:17](=O)[CH:18]3[CH:22]([C:15]=2[S:14][CH:13]=1)[CH2:21][N:20](C(C1C=CC=CC=1)C)[CH2:19]3.B.[Al+3].[Cl-].[Cl-].[Cl-].